This data is from Forward reaction prediction with 1.9M reactions from USPTO patents (1976-2016). The task is: Predict the product of the given reaction. (1) Given the reactants C1C(=O)N([Br:8])C(=O)C1.C1COCC1.[CH2:14]([C:16]1[O:20][C:19]([C:21]2[N:22]=[C:23]([NH2:30])[C:24]3[CH:29]=[CH:28][S:27][C:25]=3[N:26]=2)=[CH:18][CH:17]=1)[CH3:15], predict the reaction product. The product is: [Br:8][C:28]1[S:27][C:25]2[N:26]=[C:21]([C:19]3[O:20][C:16]([CH2:14][CH3:15])=[CH:17][CH:18]=3)[N:22]=[C:23]([NH2:30])[C:24]=2[CH:29]=1. (2) The product is: [CH3:33][N:31]1[CH:32]=[C:28]([CH2:27][N:24]2[CH2:23][CH2:22][N:21]([C:16]3[C:15]([C:5]4[CH:6]=[CH:7][CH:8]=[C:3]([C:2]([F:13])([F:12])[F:1])[CH:4]=4)=[N:20][CH:19]=[CH:18][N:17]=3)[CH2:26][CH2:25]2)[CH:29]=[N:30]1. Given the reactants [F:1][C:2]([F:13])([F:12])[C:3]1[CH:4]=[C:5](B(O)O)[CH:6]=[CH:7][CH:8]=1.Cl[C:15]1[C:16]([N:21]2[CH2:26][CH2:25][N:24]([CH2:27][C:28]3[CH:29]=[N:30][N:31]([CH3:33])[CH:32]=3)[CH2:23][CH2:22]2)=[N:17][CH:18]=[CH:19][N:20]=1.CN(C)C(=O)C.C(=O)([O-])[O-].[K+].[K+], predict the reaction product. (3) The product is: [F:1][C:2]1[CH:30]=[CH:29][C:5]([CH2:6][C:7]2[N:11]([CH2:12][C:13]3[O:17][N:16]=[C:15]([C:18]([N:32]([CH3:33])[CH3:31])=[O:20])[N:14]=3)[N:10]=[C:9]([C:23]3[CH:24]=[CH:25][N:26]=[CH:27][CH:28]=3)[CH:8]=2)=[CH:4][CH:3]=1. Given the reactants [F:1][C:2]1[CH:30]=[CH:29][C:5]([CH2:6][C:7]2[N:11]([CH2:12][C:13]3[O:17][N:16]=[C:15]([C:18]([O:20]CC)=O)[N:14]=3)[N:10]=[C:9]([C:23]3[CH:28]=[CH:27][N:26]=[CH:25][CH:24]=3)[CH:8]=2)=[CH:4][CH:3]=1.[CH3:31][NH:32][CH3:33].C(O)(=O)/C=C\C(O)=O, predict the reaction product.